Task: Predict the reactants needed to synthesize the given product.. Dataset: Full USPTO retrosynthesis dataset with 1.9M reactions from patents (1976-2016) (1) Given the product [CH2:7]([C:8]1[NH:16][C:11]2=[N:12][CH:13]=[CH:14][CH:15]=[C:10]2[CH:9]=1)[C:1]1[CH:2]=[CH:3][CH:4]=[CH:5][CH:6]=1, predict the reactants needed to synthesize it. The reactants are: [C:1]1([CH2:7][C:8]#[C:9][C:10]2[C:11]([NH2:16])=[N:12][CH:13]=[CH:14][CH:15]=2)[CH:6]=[CH:5][CH:4]=[CH:3][CH:2]=1.C(O)(C)(C)C.CC(C)([O-])C.[K+]. (2) Given the product [ClH:1].[Cl:1][C:2]1[CH:3]=[CH:4][C:5]([NH:8][C:9]([NH:11][C:12]([N:14]2[CH:18]=[CH:17][CH:16]=[N:15]2)=[NH:13])=[NH:10])=[CH:6][CH:7]=1, predict the reactants needed to synthesize it. The reactants are: [Cl:1][C:2]1[CH:7]=[CH:6][C:5]([NH:8][C:9]([NH:11][C:12]#[N:13])=[NH:10])=[CH:4][CH:3]=1.[NH:14]1[CH:18]=[CH:17][CH:16]=[N:15]1.Cl. (3) The reactants are: [F:1][C:2]([F:24])([F:23])[C:3]1[CH:4]=[CH:5][C:6]([O:9][C:10]2[CH:11]=[C:12]3[C:17](=[CH:18][CH:19]=2)[N:16]=[C:15]([C:20](O)=[O:21])[CH:14]=[CH:13]3)=[N:7][CH:8]=1.Cl.[F:26][C@@H:27]1[CH2:31][CH2:30][NH:29][CH2:28]1.F[P-](F)(F)(F)(F)F.CN(C(N(C)C)=[N+]1C2C(=NC=CC=2)[N+]([O-])=N1)C.C(N(CC)C(C)C)(C)C.C(=O)(O)[O-].[Na+]. Given the product [F:26][C@@H:27]1[CH2:31][CH2:30][N:29]([C:20]([C:15]2[CH:14]=[CH:13][C:12]3[C:17](=[CH:18][CH:19]=[C:10]([O:9][C:6]4[CH:5]=[CH:4][C:3]([C:2]([F:24])([F:1])[F:23])=[CH:8][N:7]=4)[CH:11]=3)[N:16]=2)=[O:21])[CH2:28]1, predict the reactants needed to synthesize it. (4) Given the product [C:21]1([C:2]2[C:19]3[C:6](=[CH:7][C:8]4[C:17]([CH:18]=3)=[CH:16][C:15]3[C:10](=[C:11]([C:6]5[CH:19]=[CH:18][CH:17]=[CH:8][CH:7]=5)[N:12]=[CH:13][CH:14]=3)[CH:9]=4)[CH:5]=[CH:4][N:3]=2)[CH:26]=[CH:25][CH:24]=[CH:23][CH:22]=1, predict the reactants needed to synthesize it. The reactants are: Cl[C:2]1[C:19]2[C:6](=[CH:7][C:8]3[C:17]([CH:18]=2)=[CH:16][C:15]2[C:10](=[C:11](Cl)[N:12]=[CH:13][CH:14]=2)[CH:9]=3)[CH:5]=[CH:4][N:3]=1.[C:21]1([Mg]Br)[CH:26]=[CH:25][CH:24]=[CH:23][CH:22]=1. (5) Given the product [CH2:21]([O:28][C:29](=[O:35])[NH:30][CH2:31][CH2:32][C:33]#[C:34][C:15]1[CH:16]=[CH:17][C:12]([NH:11][C:10](=[O:19])[CH2:9][CH2:8][NH:7][C:6]([O:5][C:1]([CH3:4])([CH3:3])[CH3:2])=[O:20])=[CH:13][CH:14]=1)[C:22]1[CH:27]=[CH:26][CH:25]=[CH:24][CH:23]=1, predict the reactants needed to synthesize it. The reactants are: [C:1]([O:5][C:6](=[O:20])[NH:7][CH2:8][CH2:9][C:10](=[O:19])[NH:11][C:12]1[CH:17]=[CH:16][C:15](I)=[CH:14][CH:13]=1)([CH3:4])([CH3:3])[CH3:2].[CH2:21]([O:28][C:29](=[O:35])[NH:30][CH2:31][CH2:32][C:33]#[CH:34])[C:22]1[CH:27]=[CH:26][CH:25]=[CH:24][CH:23]=1. (6) Given the product [CH3:1][N:2]([CH2:9][CH2:10][O:11][C:13]1[CH:20]=[CH:19][C:16]([CH:17]=[O:18])=[CH:15][CH:14]=1)[C:3]1[CH:8]=[CH:7][CH:6]=[CH:5][N:4]=1, predict the reactants needed to synthesize it. The reactants are: [CH3:1][N:2]([CH2:9][CH2:10][OH:11])[C:3]1[CH:8]=[CH:7][CH:6]=[CH:5][N:4]=1.F[C:13]1[CH:20]=[CH:19][C:16]([CH:17]=[O:18])=[CH:15][CH:14]=1. (7) Given the product [CH3:40][O:41][C:42](=[O:43])[NH:44][C@@H:45]([C:49]([CH3:50])([S:51][CH3:52])[CH3:53])[C:46](=[O:47])[NH:1][C@@H:2]([CH2:33][C:34]1[CH:35]=[CH:36][CH:37]=[CH:38][CH:39]=1)[C@@H:3]([OH:32])[CH2:4][C@H:5]([CH2:6][C:7]1[CH:12]=[CH:11][C:10]([C:13]2[CH:18]=[CH:17][CH:16]=[CH:15][N:14]=2)=[CH:9][CH:8]=1)[NH:19][C:20](=[O:21])[C@H:22]([C:23]([CH3:26])([CH3:25])[CH3:24])[NH:27][C:28](=[O:31])[O:29][CH3:30], predict the reactants needed to synthesize it. The reactants are: [NH2:1][C@@H:2]([CH2:33][C:34]1[CH:39]=[CH:38][CH:37]=[CH:36][CH:35]=1)[C@@H:3]([OH:32])[CH2:4][C@@H:5]([NH:19][C:20]([C@@H:22]([NH:27][C:28](=[O:31])[O:29][CH3:30])[C:23]([CH3:26])([CH3:25])[CH3:24])=[O:21])[CH2:6][C:7]1[CH:12]=[CH:11][C:10]([C:13]2[CH:18]=[CH:17][CH:16]=[CH:15][N:14]=2)=[CH:9][CH:8]=1.[CH3:40][O:41][C:42]([NH:44][C@@H:45]([C:49]([CH3:53])([S:51][CH3:52])[CH3:50])[C:46](O)=[O:47])=[O:43].CCOP(ON1N=NC2C=CC=CC=2C1=O)(OCC)=O.C(N(CC)C(C)C)(C)C. (8) The reactants are: I[C:2]1[C:3]([C:25]2[CH:30]=[CH:29][N:28]=[CH:27][CH:26]=2)=[N:4][N:5]2[C:10]([C:11]3[CH:12]=[N:13][C:14]([N:17]4[CH2:22][C@@H:21]5[CH2:23][C@H:18]4[CH2:19][N:20]5[CH3:24])=[CH:15][CH:16]=3)=[CH:9][CH:8]=[N:7][C:6]=12.[C:31]([C:34]1[CH:35]=[C:36](B(O)O)[CH:37]=[CH:38][CH:39]=1)(=[O:33])[NH2:32]. Given the product [CH3:24][N:20]1[CH2:19][C@@H:18]2[CH2:23][C@H:21]1[CH2:22][N:17]2[C:14]1[N:13]=[CH:12][C:11]([C:10]2[N:5]3[N:4]=[C:3]([C:25]4[CH:30]=[CH:29][N:28]=[CH:27][CH:26]=4)[C:2]([C:38]4[CH:39]=[C:34]([CH:35]=[CH:36][CH:37]=4)[C:31]([NH2:32])=[O:33])=[C:6]3[N:7]=[CH:8][CH:9]=2)=[CH:16][CH:15]=1, predict the reactants needed to synthesize it. (9) Given the product [CH2:1]([NH:5][CH:13]([CH3:14])/[CH:12]=[CH:11]/[C:9]([O:8][CH2:7][CH3:6])=[O:10])[CH2:2][CH2:3][CH3:4], predict the reactants needed to synthesize it. The reactants are: [CH2:1]([NH2:5])[CH2:2][CH2:3][CH3:4].[CH3:6][CH2:7][O:8][C:9]([CH3:11])=[O:10].[CH3:12][CH2:13][CH2:14]CCCC.